Dataset: NCI-60 drug combinations with 297,098 pairs across 59 cell lines. Task: Regression. Given two drug SMILES strings and cell line genomic features, predict the synergy score measuring deviation from expected non-interaction effect. (1) Drug 1: CCCS(=O)(=O)NC1=C(C(=C(C=C1)F)C(=O)C2=CNC3=C2C=C(C=N3)C4=CC=C(C=C4)Cl)F. Drug 2: CC(C)NC(=O)C1=CC=C(C=C1)CNNC.Cl. Cell line: HOP-62. Synergy scores: CSS=-2.81, Synergy_ZIP=2.01, Synergy_Bliss=1.10, Synergy_Loewe=-4.24, Synergy_HSA=-2.23. (2) Cell line: OVCAR-8. Synergy scores: CSS=-3.88, Synergy_ZIP=-2.39, Synergy_Bliss=-7.85, Synergy_Loewe=-11.2, Synergy_HSA=-9.94. Drug 2: CS(=O)(=O)OCCCCOS(=O)(=O)C. Drug 1: CCCS(=O)(=O)NC1=C(C(=C(C=C1)F)C(=O)C2=CNC3=C2C=C(C=N3)C4=CC=C(C=C4)Cl)F.